From a dataset of Reaction yield outcomes from USPTO patents with 853,638 reactions. Predict the reaction yield, written as a fraction of the theoretical maximum amount of product (1.0 means a 100% yield; for example, 0.34 means a 34% yield). (1) The reactants are [Cl:1][C:2]1[CH:3]=[C:4]([C:9]2[N:14]=[C:13]3[CH2:15][CH2:16][CH2:17][C:12]3=[C:11]([NH:18][C:19]3[CH:24]=[CH:23][C:22]([CH2:25][C:26](OCC)=[O:27])=[CH:21][CH:20]=3)[CH:10]=2)[CH:5]=[CH:6][C:7]=1[Cl:8].NC1C=CC(CCO)=CC=1. No catalyst specified. The product is [ClH:1].[Cl:1][C:2]1[CH:3]=[C:4]([C:9]2[N:14]=[C:13]3[CH2:15][CH2:16][CH2:17][C:12]3=[C:11]([NH:18][C:19]3[CH:20]=[CH:21][C:22]([CH2:25][CH2:26][OH:27])=[CH:23][CH:24]=3)[CH:10]=2)[CH:5]=[CH:6][C:7]=1[Cl:8]. The yield is 0.250. (2) The reactants are [Si]([O:8][CH2:9][C:10]1[CH:11]=[C:12]([C:15]([C:17]2[C:18]([Cl:23])=[N:19][CH:20]=[N:21][CH:22]=2)=[O:16])[O:13][CH:14]=1)(C(C)(C)C)(C)C.Cl.CCOCC. The catalyst is C1COCC1. The product is [Cl:23][C:18]1[C:17]([C:15]([C:12]2[O:13][CH:14]=[C:10]([CH2:9][OH:8])[CH:11]=2)=[O:16])=[CH:22][N:21]=[CH:20][N:19]=1. The yield is 0.960. (3) The reactants are [F:1][C:2]1[C:10]([N:11]([S:18]([CH2:21][CH2:22][CH2:23][F:24])(=[O:20])=[O:19])S(CCC)(=O)=O)=[CH:9][CH:8]=[C:7]([F:25])[C:3]=1[C:4]([O-:6])=[O:5].[OH-].[Li+]. The catalyst is C1COCC1.CO.O. The product is [F:1][C:2]1[C:10]([NH:11][S:18]([CH2:21][CH2:22][CH2:23][F:24])(=[O:19])=[O:20])=[CH:9][CH:8]=[C:7]([F:25])[C:3]=1[C:4]([OH:6])=[O:5]. The yield is 0.810.